Dataset: Forward reaction prediction with 1.9M reactions from USPTO patents (1976-2016). Task: Predict the product of the given reaction. (1) The product is: [CH3:13][O:12][C:6]1[CH:5]=[C:4]2[C:9]([N:10]=[CH:11][C:2]([O:17][CH2:16][CH2:15][N:27]3[CH2:26][CH:25]([NH:24][C:23]([C:38]4[CH:39]=[CH:40][C:34]5[S:33][CH2:32][C:31](=[O:30])[NH:36][C:35]=5[CH:37]=4)=[O:29])[CH2:28]3)=[N:3]2)=[CH:8][CH:7]=1. Given the reactants Cl[C:2]1[CH:11]=[N:10][C:9]2[C:4](=[CH:5][C:6]([O:12][CH3:13])=[CH:7][CH:8]=2)[N:3]=1.Br[CH2:15][CH2:16][OH:17].C(O[C:23](=[O:29])[NH:24][CH:25]1[CH2:28][NH:27][CH2:26]1)(C)(C)C.[O:30]=[C:31]1[NH:36][C:35]2[CH:37]=[C:38](C(O)=O)[CH:39]=[CH:40][C:34]=2[S:33][CH2:32]1, predict the reaction product. (2) Given the reactants [CH2:1]([CH:8]1[O:13][CH2:12][CH2:11][N:10]([CH2:14][C:15]2[CH:20]=[CH:19][C:18](Br)=[CH:17][CH:16]=2)[CH2:9]1)[C:2]1[CH:7]=[CH:6][CH:5]=[CH:4][CH:3]=1.[F:22][C:23]([F:34])([F:33])[C:24]1[CH:29]=[CH:28][CH:27]=[CH:26][C:25]=1B(O)O.C(=O)([O-])[O-].[Na+].[Na+].C1(C)C=CC=CC=1, predict the reaction product. The product is: [CH2:1]([CH:8]1[O:13][CH2:12][CH2:11][N:10]([CH2:14][C:15]2[CH:20]=[CH:19][C:18]([C:25]3[CH:26]=[CH:27][CH:28]=[CH:29][C:24]=3[C:23]([F:34])([F:33])[F:22])=[CH:17][CH:16]=2)[CH2:9]1)[C:2]1[CH:7]=[CH:6][CH:5]=[CH:4][CH:3]=1. (3) Given the reactants [C:1]([O:5][C:6]([NH:8][CH2:9][C:10]1[N:15]=[C:14]2[CH:16]=[CH:17][N:18]([C:19]([O:21][C:22]([CH3:25])([CH3:24])[CH3:23])=[O:20])[C:13]2=[CH:12][CH:11]=1)=[O:7])([CH3:4])([CH3:3])[CH3:2].IC.[CH3:28][Si]([N-][Si](C)(C)C)(C)C.[Li+], predict the reaction product. The product is: [C:1]([O:5][C:6]([N:8]([CH2:9][C:10]1[N:15]=[C:14]2[CH:16]=[CH:17][N:18]([C:19]([O:21][C:22]([CH3:25])([CH3:24])[CH3:23])=[O:20])[C:13]2=[CH:12][CH:11]=1)[CH3:28])=[O:7])([CH3:4])([CH3:3])[CH3:2]. (4) Given the reactants [CH3:1][O:2][C:3]1[CH:4]=[CH:5][C:6]2[N:10]=[C:9]([S:11]([CH2:13][C:14]3[C:19]([CH3:20])=[C:18]([O:21][CH3:22])[C:17]([CH3:23])=[CH:16][N:15]=3)=[O:12])[N:8](COC(=O)[C@@H](C3C=CC=CC=3)O)[C:7]=2[CH:36]=1.[OH-].[Na+].C(OC)=O, predict the reaction product. The product is: [CH3:1][O:2][C:3]1[CH:4]=[CH:5][C:6]2[NH:10][C:9]([S:11]([CH2:13][C:14]3[C:19]([CH3:20])=[C:18]([O:21][CH3:22])[C:17]([CH3:23])=[CH:16][N:15]=3)=[O:12])=[N:8][C:7]=2[CH:36]=1. (5) The product is: [Br:11][C:12]1[CH:19]=[CH:18][C:15]([CH2:16][C:5]([C:4]2[CH:8]=[CH:9][CH:10]=[C:2]([F:1])[CH:3]=2)=[O:6])=[CH:14][CH:13]=1. Given the reactants [F:1][C:2]1[CH:3]=[C:4]([CH:8]=[CH:9][CH:10]=1)[C:5](Cl)=[O:6].[Br:11][C:12]1[CH:19]=[CH:18][C:15]([CH2:16]Br)=[CH:14][CH:13]=1.BrC1C=CC(C(Cl)=O)=CC=1.BrCC1C=CC(SC)=C(F)C=1, predict the reaction product. (6) Given the reactants Br[C:2]1[CH:3]=[C:4]([CH:26]=[CH:27][CH:28]=1)[O:5][CH2:6][C:7]1[CH:25]=[CH:24][C:10]([C:11]([NH:13][CH2:14][C:15]2[C:16]([OH:23])=[N:17][C:18]([CH3:22])=[CH:19][C:20]=2[CH3:21])=[O:12])=[CH:9][CH:8]=1.CC1(C)C(C)(C)OB([C:37]2[CH:38]=[CH:39][C:40]([NH2:43])=[N:41][CH:42]=2)O1.C(=O)([O-])[O-].[Na+].[Na+], predict the reaction product. The product is: [NH2:43][C:40]1[N:41]=[CH:42][C:37]([C:2]2[CH:3]=[C:4]([CH:26]=[CH:27][CH:28]=2)[O:5][CH2:6][C:7]2[CH:25]=[CH:24][C:10]([C:11]([NH:13][CH2:14][C:15]3[C:16]([OH:23])=[N:17][C:18]([CH3:22])=[CH:19][C:20]=3[CH3:21])=[O:12])=[CH:9][CH:8]=2)=[CH:38][CH:39]=1. (7) Given the reactants CO[C:3]([CH:5]1[CH2:9][C:8]([CH3:11])([CH3:10])[CH2:7][C:6]1=O)=[O:4].[Cl:13][C:14]1[CH:15]=[CH:16][C:17]([F:23])=[C:18]([CH:22]=1)[C:19]([NH2:21])=[NH:20], predict the reaction product. The product is: [Cl:13][C:14]1[CH:15]=[CH:16][C:17]([F:23])=[C:18]([C:19]2[N:20]=[C:3]([OH:4])[C:5]3[CH2:9][C:8]([CH3:11])([CH3:10])[CH2:7][C:6]=3[N:21]=2)[CH:22]=1. (8) Given the reactants [Cl:1][C:2]1[C:3]([F:14])=[C:4]([CH:11]=[CH:12][CH:13]=1)[C:5](N(OC)C)=[O:6].Br[Mg][C:17]1[CH:22]=[CH:21][C:20]([O:23][CH3:24])=[C:19]([F:25])[CH:18]=1, predict the reaction product. The product is: [Cl:1][C:2]1[C:3]([F:14])=[C:4]([C:5]([C:17]2[CH:22]=[CH:21][C:20]([O:23][CH3:24])=[C:19]([F:25])[CH:18]=2)=[O:6])[CH:11]=[CH:12][CH:13]=1. (9) Given the reactants [CH2:1]([C:6]1[CH:17]=[C:10]2[C:11]([O:13][C:14](=O)[NH:15][C:9]2=[CH:8][CH:7]=1)=O)[CH2:2][CH2:3][CH2:4][CH3:5].[CH2:18]([C:23]1[CH:31]=[C:27](C(N)=O)[C:26]([OH:32])=[CH:25][CH:24]=1)[CH2:19][CH2:20][CH2:21][CH3:22].C[N:34](C=O)C, predict the reaction product. The product is: [OH:32][C:26]1[CH:25]=[CH:24][C:23]([CH2:18][CH2:19][CH2:20][CH2:21][CH3:22])=[CH:31][C:27]=1[C:14]1[NH:34][C:11](=[O:13])[C:10]2[C:9](=[CH:8][CH:7]=[C:6]([CH2:1][CH2:2][CH2:3][CH2:4][CH3:5])[CH:17]=2)[N:15]=1. (10) Given the reactants Br[C:2]1[CH:3]=[N:4][C:5]2[N:6]([CH:8]=[C:9]([C:11]3[CH:12]=[C:13]([NH:18][C:19]([C:21]4[O:22][C:23]([CH3:26])=[CH:24][CH:25]=4)=[O:20])[CH:14]=[CH:15][C:16]=3[Cl:17])[N:10]=2)[CH:7]=1.[Br-].[C:28]1(B(O)O)[CH:33]=[CH:32][CH:31]=[CH:30][CH:29]=1, predict the reaction product. The product is: [Cl:17][C:16]1[CH:15]=[CH:14][C:13]([NH:18][C:19]([C:21]2[O:22][C:23]([CH3:26])=[CH:24][CH:25]=2)=[O:20])=[CH:12][C:11]=1[C:9]1[N:10]=[C:5]2[N:4]=[CH:3][C:2]([C:28]3[CH:33]=[CH:32][CH:31]=[CH:30][CH:29]=3)=[CH:7][N:6]2[CH:8]=1.